Dataset: Peptide-MHC class II binding affinity with 134,281 pairs from IEDB. Task: Regression. Given a peptide amino acid sequence and an MHC pseudo amino acid sequence, predict their binding affinity value. This is MHC class II binding data. (1) The peptide sequence is YDKFLHNVSTVLTGK. The MHC is DRB1_0802 with pseudo-sequence DRB1_0802. The binding affinity (normalized) is 0.791. (2) The peptide sequence is YDKFLANVSTVLDGK. The MHC is DRB1_1101 with pseudo-sequence DRB1_1101. The binding affinity (normalized) is 0.420. (3) The peptide sequence is VCGMFTNRSGSQQWR. The MHC is HLA-DQA10501-DQB10301 with pseudo-sequence HLA-DQA10501-DQB10301. The binding affinity (normalized) is 0. (4) The peptide sequence is TFTVEKGSNEKHLAV. The MHC is HLA-DQA10101-DQB10501 with pseudo-sequence HLA-DQA10101-DQB10501. The binding affinity (normalized) is 0.0533.